Dataset: Reaction yield outcomes from USPTO patents with 853,638 reactions. Task: Predict the reaction yield, written as a fraction of the theoretical maximum amount of product (1.0 means a 100% yield; for example, 0.34 means a 34% yield). The reactants are C(N(CC)CC)C.[CH:8]([C:10]1[C:18]2[C:13](=[C:14]([CH3:19])[CH:15]=[CH:16][CH:17]=2)[N:12](C(OC(C)(C)C)=O)[CH:11]=1)=[O:9].[CH:27](=[N:34][C:35]1[CH:36]=[C:37]([CH:42]=[C:43]([O:45][CH3:46])[CH:44]=1)[O:38][CH2:39][CH2:40][OH:41])[C:28]1[CH:33]=[CH:32][CH:31]=[CH:30][CH:29]=1. The catalyst is [Cl-].C([N+]1C(C)=C(CCO)SC=1)C1C=CC=CC=1.C(O)C. The product is [OH:41][CH2:40][CH2:39][O:38][C:37]1[CH:36]=[C:35]([NH:34][CH:27]([C:28]2[CH:33]=[CH:32][CH:31]=[CH:30][CH:29]=2)[C:8]([C:10]2[C:18]3[C:13](=[C:14]([CH3:19])[CH:15]=[CH:16][CH:17]=3)[NH:12][CH:11]=2)=[O:9])[CH:44]=[C:43]([O:45][CH3:46])[CH:42]=1. The yield is 0.0300.